Dataset: Full USPTO retrosynthesis dataset with 1.9M reactions from patents (1976-2016). Task: Predict the reactants needed to synthesize the given product. (1) Given the product [ClH:11].[N:14]1([C:12]([O:7][CH2:6][C:5]2[CH:8]=[CH:9][C:2]([Br:1])=[CH:3][C:4]=2[F:10])=[O:13])[CH2:19][CH2:18][NH:17][CH2:16][CH2:15]1, predict the reactants needed to synthesize it. The reactants are: [Br:1][C:2]1[CH:9]=[CH:8][C:5]([CH2:6][OH:7])=[C:4]([F:10])[CH:3]=1.[Cl:11][C:12]([N:14]1[CH2:19][CH2:18][N:17](C(OC(C)(C)C)=O)[CH2:16][CH2:15]1)=[O:13]. (2) Given the product [OH:30][C:28]([CH3:31])([CH3:29])[C@@H:27]([NH:26][C:11]([C:10]1[CH:9]=[N:8][N:6]2[CH:7]=[C:2]([CH3:1])[C:3]([N:16]3[CH:20]=[C:19]([C:21]([F:24])([F:22])[F:23])[N:18]=[CH:17]3)=[N:4][C:5]=12)=[O:12])[C:32]1[CH:33]=[CH:34][C:35]([O:38][C:39]([F:40])([F:41])[F:42])=[CH:36][CH:37]=1, predict the reactants needed to synthesize it. The reactants are: [CH3:1][C:2]1[C:3]([N:16]2[CH:20]=[C:19]([C:21]([F:24])([F:23])[F:22])[N:18]=[CH:17]2)=[N:4][C:5]2[N:6]([N:8]=[CH:9][C:10]=2[C:11](OCC)=[O:12])[CH:7]=1.Cl.[NH2:26][C@@H:27]([C:32]1[CH:37]=[CH:36][C:35]([O:38][C:39]([F:42])([F:41])[F:40])=[CH:34][CH:33]=1)[C:28]([CH3:31])([OH:30])[CH3:29].C[Al](C)C.C1(C)C=CC=CC=1.C(=O)([O-])O.[Na+]. (3) Given the product [N:26]1[CH:27]=[CH:28][N:29]2[CH:34]=[C:33]([C:2]3[N:11]=[C:10]([NH:12][CH2:13][CH:14]([C:20]4[CH:21]=[N:22][CH:23]=[CH:24][CH:25]=4)[C:15]4[NH:16][CH:17]=[CH:18][CH:19]=4)[C:9]4[C:4](=[CH:5][CH:6]=[CH:7][CH:8]=4)[N:3]=3)[CH:32]=[CH:31][C:30]=12, predict the reactants needed to synthesize it. The reactants are: Cl[C:2]1[N:11]=[C:10]([NH:12][CH2:13][CH:14]([C:20]2[CH:21]=[N:22][CH:23]=[CH:24][CH:25]=2)[C:15]2[NH:16][CH:17]=[CH:18][CH:19]=2)[C:9]2[C:4](=[CH:5][CH:6]=[CH:7][CH:8]=2)[N:3]=1.[N:26]1[CH:27]=[CH:28][N:29]2[CH:34]=[C:33](B(O)O)[CH:32]=[CH:31][C:30]=12.C(NC1C2C(=CC=CC=2)N=C(C2SC3C=CC=CC=3C=2)N=1)(C1C=CC=CC=1)C1C=CC=CC=1.